Dataset: Catalyst prediction with 721,799 reactions and 888 catalyst types from USPTO. Task: Predict which catalyst facilitates the given reaction. Reactant: [F:1][C:2]1[N:7]=[CH:6][C:5]([C@H:8]2[CH2:14][C@H:13]3[NH:15][C@@H:9]2[CH2:10][CH2:11][CH2:12]3)=[CH:4][CH:3]=1. Product: [F:1][C:2]1[N:7]=[CH:6][C:5]([C@@H:8]2[CH2:14][C@@H:13]3[NH:15][C@H:9]2[CH2:10][CH2:11][CH2:12]3)=[CH:4][CH:3]=1. The catalyst class is: 22.